From a dataset of Forward reaction prediction with 1.9M reactions from USPTO patents (1976-2016). Predict the product of the given reaction. (1) The product is: [CH3:20][C:21]1([CH3:37])[C:15]2[C:16](=[N:17][CH:18]=[C:13]([C:5]3[CH:6]=[C:7]([O:11][CH3:12])[C:8]([O:9][CH3:10])=[C:3]([O:2][CH3:1])[CH:4]=3)[CH:14]=2)[NH:19][C:31]1=[O:34]. Given the reactants [CH3:1][O:2][C:3]1[CH:4]=[C:5]([C:13]2[CH:14]=[C:15]3[CH2:21][C:20](=O)[N:19](COCC[Si](C)(C)C)[C:16]3=[N:17][CH:18]=2)[CH:6]=[C:7]([O:11][CH3:12])[C:8]=1[O:9][CH3:10].[C:31](=[O:34])([O-])[O-].[Cs+].[Cs+].[CH3:37]I, predict the reaction product. (2) The product is: [Cl:8][C:7]1[CH:6]=[CH:5][C:4]([OH:9])=[C:3]2[C:2]=1[NH:1][C:15]([CH3:16])=[C:14]([CH2:18][C:19]1[CH:20]=[CH:21][C:22]([Cl:25])=[CH:23][CH:24]=1)[C:13]2=[O:12]. Given the reactants [NH2:1][C:2]1[CH:3]=[C:4]([OH:9])[CH:5]=[CH:6][C:7]=1[Cl:8].C([O:12][C:13](=O)[CH:14]([CH2:18][C:19]1[CH:24]=[CH:23][C:22]([Cl:25])=[CH:21][CH:20]=1)[C:15](=O)[CH3:16])C.C1(C)C=CC(S(O)(=O)=O)=CC=1, predict the reaction product. (3) Given the reactants C([C:4]1[CH:10]=[CH:9][CH:8]=[CH:7][C:5]=1[NH2:6])CC.CCN([CH2:16][CH3:17])CC.C(O[C:22](=[O:24])[CH3:23])(=O)C.Cl.[CH2:26](Cl)Cl, predict the reaction product. The product is: [CH2:26]([CH2:23][C:22]([NH:6][C:5]1[CH:4]=[CH:10][CH:9]=[CH:8][CH:7]=1)=[O:24])[CH2:16][CH3:17]. (4) Given the reactants [N:1]([C:4]1[CH:13]=[CH:12][CH:11]=[C:10]2[C:5]=1[CH2:6][CH2:7][CH2:8][C:9]2=[O:14])=[N+:2]=[N-:3].[Se](=O)=[O:16], predict the reaction product. The product is: [N:1]([C:4]1[CH:13]=[CH:12][CH:11]=[C:10]2[C:5]=1[CH:6]=[CH:7][C:8](=[O:16])[C:9]2=[O:14])=[N+:2]=[N-:3].